From a dataset of Full USPTO retrosynthesis dataset with 1.9M reactions from patents (1976-2016). Predict the reactants needed to synthesize the given product. (1) Given the product [CH2:1]([O:8][C:9]1[C:10]2[N:11]([CH:17]=[N:16][CH:15]=2)[CH:12]=[CH:13][CH:14]=1)[C:2]1[CH:7]=[CH:6][CH:5]=[CH:4][CH:3]=1, predict the reactants needed to synthesize it. The reactants are: [CH2:1]([O:8][C:9]1[C:10]([CH2:15][NH:16][CH:17]=O)=[N:11][CH:12]=[CH:13][CH:14]=1)[C:2]1[CH:7]=[CH:6][CH:5]=[CH:4][CH:3]=1.P(Cl)(Cl)(Cl)=O.[OH-].[NH4+].C(OCC)(=O)C. (2) Given the product [CH3:12][O:13][C:14]1[CH:22]=[CH:21][C:17]([C:18]([O:10][O:9][C:3]2[CH:4]=[CH:5][CH:6]=[C:7]([NH:8][C:18](=[O:19])[C:17]3[CH:21]=[CH:22][C:14]([O:13][CH3:12])=[CH:15][CH:16]=3)[C:2]=2[NH:1][C:18](=[O:19])[C:17]2[CH:21]=[CH:22][C:14]([O:13][CH3:12])=[CH:15][CH:16]=2)=[O:19])=[CH:16][CH:15]=1, predict the reactants needed to synthesize it. The reactants are: [NH2:1][C:2]1[C:7]([NH2:8])=[CH:6][CH:5]=[CH:4][C:3]=1[OH:9].[OH-:10].[Na+].[CH3:12][O:13][C:14]1[CH:22]=[CH:21][C:17]([C:18](Cl)=[O:19])=[CH:16][CH:15]=1. (3) Given the product [CH2:23]([O:25][C:26]([C:28]1([C:31]2[CH:36]=[CH:35][C:34]([C:16]3[CH:17]=[CH:18][C:13]([C:12]4[O:11][N:10]=[C:9]([CH2:20][CH3:21])[C:8]=4[NH:7][C:6]([O:5][C:1]([CH3:4])([CH3:3])[CH3:2])=[O:22])=[CH:14][CH:15]=3)=[CH:33][CH:32]=2)[CH2:29][CH2:30]1)=[O:27])[CH3:24], predict the reactants needed to synthesize it. The reactants are: [C:1]([O:5][C:6](=[O:22])[NH:7][C:8]1[C:9]([CH2:20][CH3:21])=[N:10][O:11][C:12]=1[C:13]1[CH:18]=[CH:17][C:16](Br)=[CH:15][CH:14]=1)([CH3:4])([CH3:3])[CH3:2].[CH2:23]([O:25][C:26]([C:28]1([C:31]2[CH:36]=[CH:35][C:34](B3OC(C)(C)C(C)(C)O3)=[CH:33][CH:32]=2)[CH2:30][CH2:29]1)=[O:27])[CH3:24]. (4) Given the product [O:22]1[C:27]2[CH:28]=[CH:29][C:30]([N:32]3[C:5]([C:7]4[C:12](=[O:13])[CH:11]=[CH:10][N:9]([C:14]5[CH:19]=[CH:18][CH:17]=[C:16]([OH:20])[CH:15]=5)[N:8]=4)=[CH:4][CH:3]=[N:2]3)=[CH:31][C:26]=2[O:25][CH2:24][CH2:23]1, predict the reactants needed to synthesize it. The reactants are: C[N:2](C)/[CH:3]=[CH:4]/[C:5]([C:7]1[C:12](=[O:13])[CH:11]=[CH:10][N:9]([C:14]2[CH:19]=[CH:18][CH:17]=[C:16]([OH:20])[CH:15]=2)[N:8]=1)=O.[O:22]1[C:27]2[CH:28]=[CH:29][C:30]([NH:32]N)=[CH:31][C:26]=2[O:25][CH2:24][CH2:23]1. (5) The reactants are: [O:1]=[C:2]1[CH2:7][CH2:6][N:5]([C:8]([O:10][CH2:11][C:12]2[CH:17]=[CH:16][CH:15]=[CH:14][CH:13]=2)=[O:9])[CH2:4][CH2:3]1.[BH4-].[Na+].[Cl-].[NH4+]. Given the product [OH:1][CH:2]1[CH2:3][CH2:4][N:5]([C:8]([O:10][CH2:11][C:12]2[CH:17]=[CH:16][CH:15]=[CH:14][CH:13]=2)=[O:9])[CH2:6][CH2:7]1, predict the reactants needed to synthesize it. (6) Given the product [Cl:1][C:2]1[CH:3]=[N:4][C:5]2[N:6]([N:8]=[C:9]([C:11]([N:16]3[CH2:17][CH:18]([CH3:25])[C:19]4[C:24](=[CH:23][CH:22]=[CH:21][CH:20]=4)[CH:15]3[CH3:14])=[O:13])[CH:10]=2)[CH:7]=1, predict the reactants needed to synthesize it. The reactants are: [Cl:1][C:2]1[CH:3]=[N:4][C:5]2[N:6]([N:8]=[C:9]([C:11]([OH:13])=O)[CH:10]=2)[CH:7]=1.[CH3:14][CH:15]1[C:24]2[C:19](=[CH:20][CH:21]=[CH:22][CH:23]=2)[CH:18]([CH3:25])[CH2:17][NH:16]1. (7) The reactants are: [N:1]1([CH2:10][C:11]([OH:13])=O)[CH:9]=[C:7]([CH3:8])[C:5](=[O:6])[NH:4][C:2]1=[O:3].C(Cl)Cl.[CH2:17]([O:19][C:20](=[O:28])[CH2:21][CH2:22][NH:23][CH2:24][C:25](=[O:27])[NH2:26])[CH3:18].C1CCC(N=C=NC2CCCCC2)CC1. Given the product [CH2:17]([O:19][C:20](=[O:28])[CH2:21][CH2:22][N:23]([CH2:24][C:25](=[O:27])[NH2:26])[C:11](=[O:13])[CH2:10][N:1]1[CH:9]=[C:7]([CH3:8])[C:5](=[O:6])[NH:4][C:2]1=[O:3])[CH3:18], predict the reactants needed to synthesize it. (8) Given the product [CH3:19][C:9]1[CH:14]=[CH:13][C:12]([S:15]([O:1][CH2:2][C@@H:3]2[C@@H:7]([OH:8])[CH2:6][CH2:5][O:4]2)(=[O:17])=[O:16])=[CH:11][CH:10]=1, predict the reactants needed to synthesize it. The reactants are: [OH:1][CH2:2][C@@H:3]1[C@@H:7]([OH:8])[CH2:6][CH2:5][O:4]1.[C:9]1([CH3:19])[CH:14]=[CH:13][C:12]([S:15](Cl)(=[O:17])=[O:16])=[CH:11][CH:10]=1.